This data is from Full USPTO retrosynthesis dataset with 1.9M reactions from patents (1976-2016). The task is: Predict the reactants needed to synthesize the given product. (1) Given the product [CH:36]1([CH:37]([NH:44][C:12]([C:10]2[CH:9]=[CH:8][C:7]([N:15]3[C:18]4([CH2:19][O:20][CH2:21]4)[CH2:17][CH2:16]3)=[C:6]([O:5][CH2:4][CH:1]3[CH2:3][CH2:2]3)[N:11]=2)=[O:13])[C:38]2[N:42]=[C:41]([CH3:43])[O:40][N:39]=2)[CH2:33][CH2:35]1, predict the reactants needed to synthesize it. The reactants are: [CH:1]1([CH2:4][O:5][C:6]2[N:11]=[C:10]([C:12](O)=[O:13])[CH:9]=[CH:8][C:7]=2[N:15]2[C:18]3([CH2:21][O:20][CH2:19]3)[CH2:17][CH2:16]2)[CH2:3][CH2:2]1.C1(N(C2N=C(C)ON=2)C)CC1.[CH:33]1([CH2:36][C@H:37]([NH2:44])[C:38]2[N:42]=[C:41]([CH3:43])[O:40][N:39]=2)[CH2:35]C1. (2) Given the product [CH3:43][N:42]([CH3:44])[CH2:41][CH2:40][NH:39][C:37](=[O:38])[CH2:36][O:1][C:2]1[CH:3]=[C:4]([C:8]2[N:17]=[C:16]([NH:18][C:19]3[CH:20]=[C:21]4[C:25](=[CH:26][CH:27]=3)[N:24]([C:28]([O:30][C:31]([CH3:34])([CH3:33])[CH3:32])=[O:29])[N:23]=[CH:22]4)[C:15]3[C:10](=[CH:11][CH:12]=[CH:13][CH:14]=3)[N:9]=2)[CH:5]=[CH:6][CH:7]=1, predict the reactants needed to synthesize it. The reactants are: [OH:1][C:2]1[CH:3]=[C:4]([C:8]2[N:17]=[C:16]([NH:18][C:19]3[CH:20]=[C:21]4[C:25](=[CH:26][CH:27]=3)[N:24]([C:28]([O:30][C:31]([CH3:34])([CH3:33])[CH3:32])=[O:29])[N:23]=[CH:22]4)[C:15]3[C:10](=[CH:11][CH:12]=[CH:13][CH:14]=3)[N:9]=2)[CH:5]=[CH:6][CH:7]=1.Cl[CH2:36][C:37]([NH:39][CH2:40][CH2:41][N:42]([CH3:44])[CH3:43])=[O:38].C([O-])([O-])=O.[K+].[K+]. (3) Given the product [CH3:15][O:14][C:10]1[CH:9]=[C:8]([C:6]2[N:7]=[C:2]([NH:36][C:33]3[CH:34]=[CH:35][C:30]([N:29]([CH3:37])[CH3:28])=[CH:31][CH:32]=3)[C:3]3[NH:18][N:17]=[CH:16][C:4]=3[N:5]=2)[CH:13]=[CH:12][CH:11]=1, predict the reactants needed to synthesize it. The reactants are: Cl[C:2]1[C:3]2[C:4](=[CH:16][N:17](CC3C=CC(OC)=CC=3)[N:18]=2)[N:5]=[C:6]([C:8]2[CH:13]=[CH:12][CH:11]=[C:10]([O:14][CH3:15])[CH:9]=2)[N:7]=1.[CH3:28][N:29]([CH3:37])[C:30]1[CH:35]=[CH:34][C:33]([NH2:36])=[CH:32][CH:31]=1.Cl. (4) Given the product [OH:1][C@@H:2]([C@H:4]1[C:24](=[O:25])[N:6]2[C:7]([C:21]([O:23][CH:27]([O:29][C:30]([O:32][CH2:33][CH3:34])=[O:31])[CH3:28])=[O:22])=[C:8]([S:11]/[CH:12]=[CH:13]\[C:14]3[S:18][CH:17]=[N:16][C:15]=3[CH2:19][OH:20])[C@H:9]([CH3:10])[C@H:5]12)[CH3:3], predict the reactants needed to synthesize it. The reactants are: [OH:1][C@@H:2]([C@H:4]1[C:24](=[O:25])[N:6]2[C:7]([C:21]([O-:23])=[O:22])=[C:8]([S:11]/[CH:12]=[CH:13]\[C:14]3[S:18][CH:17]=[N:16][C:15]=3[CH2:19][OH:20])[C@H:9]([CH3:10])[C@H:5]12)[CH3:3].[Na+].[CH2:27]([O:29][C:30]([O:32][CH:33](I)[CH3:34])=[O:31])[CH3:28].